From a dataset of Forward reaction prediction with 1.9M reactions from USPTO patents (1976-2016). Predict the product of the given reaction. Given the reactants I[C:2]1[CH:11]=[CH:10][C:5]([C:6]([O:8][CH3:9])=[O:7])=[CH:4][CH:3]=1.C([Mg]Cl)(C)C.[O:17]=[C:18]1[CH2:22][CH2:21][CH2:20][N:19]1[C:23]([O:25][C:26]([CH3:29])([CH3:28])[CH3:27])=[O:24], predict the reaction product. The product is: [CH3:29][C:26]([O:25][C:23]([NH:19][CH2:20][CH2:21][CH2:22][C:18]([C:2]1[CH:11]=[CH:10][C:5]([C:6]([O:8][CH3:9])=[O:7])=[CH:4][CH:3]=1)=[O:17])=[O:24])([CH3:27])[CH3:28].